Dataset: Reaction yield outcomes from USPTO patents with 853,638 reactions. Task: Predict the reaction yield, written as a fraction of the theoretical maximum amount of product (1.0 means a 100% yield; for example, 0.34 means a 34% yield). (1) The reactants are [NH2:1][CH2:2][C:3]1([C:9]([O:11][CH2:12][CH3:13])=[O:10])[CH2:8][CH2:7][O:6][CH2:5][CH2:4]1.[CH3:14][C:15]([O:18][C:19](O[C:19]([O:18][C:15]([CH3:17])([CH3:16])[CH3:14])=[O:20])=[O:20])([CH3:17])[CH3:16].O. The catalyst is ClCCl. The product is [C:15]([O:18][C:19]([NH:1][CH2:2][C:3]1([C:9]([O:11][CH2:12][CH3:13])=[O:10])[CH2:8][CH2:7][O:6][CH2:5][CH2:4]1)=[O:20])([CH3:17])([CH3:16])[CH3:14]. The yield is 0.890. (2) The reactants are [OH:1][C:2]1[C:11]2[C:6](=[CH:7][CH:8]=[CH:9][CH:10]=2)[N:5]=[CH:4][C:3]=1[C:12]([OH:14])=O.CN(C(ON1N=NC2C=CC=NC1=2)=[N+](C)C)C.F[P-](F)(F)(F)(F)F.CCN(C(C)C)C(C)C.[NH2:48][C:49]1[CH:54]=[CH:53][CH:52]=[CH:51][CH:50]=1. The catalyst is CN(C=O)C. The product is [O:1]=[C:2]1[C:11]2[C:6](=[CH:7][CH:8]=[CH:9][CH:10]=2)[NH:5][CH:4]=[C:3]1[C:12]([NH:48][C:49]1[CH:54]=[CH:53][CH:52]=[CH:51][CH:50]=1)=[O:14]. The yield is 0.450. (3) The reactants are [F:1][C:2]1[CH:3]=[C:4]([NH:9][C:10]([NH2:12])=[S:11])[CH:5]=[C:6]([F:8])[CH:7]=1.BrBr. The catalyst is ClCCCl. The product is [F:1][C:2]1[CH:7]=[C:6]([F:8])[C:5]2[S:11][C:10]([NH2:12])=[N:9][C:4]=2[CH:3]=1. The yield is 0.900. (4) The reactants are [CH3:1][O:2][C:3](=[O:17])[CH:4]=[CH:5][C:6]1[CH:11]=[CH:10][C:9]([C:12]([CH3:15])([CH3:14])[CH3:13])=[CH:8][C:7]=1[OH:16].[C:18]([O:22][C:23]([N:25]1[CH2:30][CH2:29][CH:28](OS(C)(=O)=O)[CH2:27][CH2:26]1)=[O:24])([CH3:21])([CH3:20])[CH3:19].C(=O)([O-])[O-].[K+].[K+]. The catalyst is CN(C=O)C. The product is [C:18]([O:22][C:23]([N:25]1[CH2:30][CH2:29][CH:28]([O:16][C:7]2[CH:8]=[C:9]([C:12]([CH3:13])([CH3:14])[CH3:15])[CH:10]=[CH:11][C:6]=2[CH:5]=[CH:4][C:3]([O:2][CH3:1])=[O:17])[CH2:27][CH2:26]1)=[O:24])([CH3:21])([CH3:19])[CH3:20]. The yield is 1.00. (5) The reactants are [O-:1]P(OP(OP(OP([O-])([O-])=O)([O-])=O)([O-])=O)(=O)[O-].[CH2:18]1[C:18]([C:19](N)=O)=C[N:48]([CH:46]2[O:47][CH:43]([CH2:42]OP(OP(O[CH2:42][CH:43]3[O:47][CH:46]([N:48]4C5N=CN=C(N)C=5N=C4)[CH:45](OP([O-])([O-])=O)[CH:44]3O)([O-])=O)([O-])=O)[CH:44](O)[CH:45]2O)C=[CH:19]1.[Na+].[Na+].[Na+].[Na+].[CH2:79](N([CH2:79][CH2:80][CH2:81][CH3:82])[CH2:79][CH2:80][CH2:81][CH3:82])[CH2:80][CH2:81][CH3:82].[C:83]1([N:89]=[C:90]=[O:91])[CH:88]=[CH:87][CH:86]=[CH:85][CH:84]=1. The catalyst is O.CN(C=O)C.C(O)(C)C. The product is [C:43]1([O:47][C:46](=[O:91])[NH2:48])[CH:42]=[CH:82][CH:81]=[CH:45][CH:44]=1.[C:83]1([N:89]([C:79]2[CH:80]=[CH:81][CH:82]=[CH:19][CH:18]=2)[C:90](=[O:1])[O-:91])[CH:88]=[CH:87][CH:86]=[CH:85][CH:84]=1. The yield is 0.270. (6) The reactants are [CH2:1]([N:8]1[CH2:12][CH:11]([N:13](C(OC(C)(C)C)=O)[CH2:14][C:15]2[CH:20]=[CH:19][C:18]([F:21])=[CH:17][C:16]=2[F:22])[CH2:10][CH:9]1[C:30](O)=[O:31])[C:2]1[CH:7]=[CH:6][CH:5]=[CH:4][CH:3]=1.[Cl:33][C:34]1[CH:35]=[C:36]([N:40]2[CH2:45][CH2:44][NH:43][CH2:42][CH2:41]2)[CH:37]=[CH:38][CH:39]=1. No catalyst specified. The product is [CH2:1]([N:8]1[CH2:12][C@@H:11]([NH:13][CH2:14][C:15]2[CH:20]=[CH:19][C:18]([F:21])=[CH:17][C:16]=2[F:22])[CH2:10][C@H:9]1[C:30]([N:43]1[CH2:44][CH2:45][N:40]([C:36]2[CH:37]=[CH:38][CH:39]=[C:34]([Cl:33])[CH:35]=2)[CH2:41][CH2:42]1)=[O:31])[C:2]1[CH:7]=[CH:6][CH:5]=[CH:4][CH:3]=1. The yield is 0.0790. (7) The reactants are [F:1][C:2]1[CH:3]=[C:4]2[C:8](=[CH:9][CH:10]=1)[N:7]([CH3:11])[C:6]([CH2:12][NH:13][CH3:14])=[CH:5]2.[O:15]=[C:16]1[NH:25][C:24]2[N:23]=[CH:22][C:21](/[CH:26]=[CH:27]/[C:28]([OH:30])=O)=[CH:20][C:19]=2[CH2:18][CH2:17]1.ON1C2C=CC=CC=2N=N1.C(N(C(C)C)CC)(C)C.CN(C)CCCN=C=NCC. The catalyst is CN(C=O)C.O. The product is [F:1][C:2]1[CH:3]=[C:4]2[C:8](=[CH:9][CH:10]=1)[N:7]([CH3:11])[C:6]([CH2:12][N:13]([CH3:14])[C:28](=[O:30])/[CH:27]=[CH:26]/[C:21]1[CH:22]=[N:23][C:24]3[NH:25][C:16](=[O:15])[CH2:17][CH2:18][C:19]=3[CH:20]=1)=[CH:5]2. The yield is 0.760. (8) The reactants are [NH2:1][C:2]1[C:10]([OH:11])=[CH:9][CH:8]=[CH:7][C:3]=1[C:4]([OH:6])=[O:5].O=S(Cl)Cl.[CH3:16]O. No catalyst specified. The product is [NH2:1][C:2]1[C:10]([OH:11])=[CH:9][CH:8]=[CH:7][C:3]=1[C:4]([O:6][CH3:16])=[O:5]. The yield is 0.950. (9) The reactants are [Cl:1][C:2]1[CH:18]=[CH:17][C:5]2[C:6](=O)/[C:7](=[CH:12]/N(C)C)/[CH2:8][C:9](=[O:11])[NH:10][C:4]=2[CH:3]=1.[CH3:19][C:20]1[C:25]([NH:26][C:27]([NH2:29])=[NH:28])=[CH:24][CH:23]=[C:22]([NH:30][CH:31]2[CH2:36][CH2:35][N:34]([CH3:37])[CH2:33][CH2:32]2)[N:21]=1.C(=O)([O-])[O-].[K+].[K+].O. The catalyst is CCO. The product is [Cl:1][C:2]1[CH:18]=[CH:17][C:5]2[C:6]3[N:29]=[C:27]([NH:26][C:25]4[C:20]([CH3:19])=[N:21][C:22]([NH:30][CH:31]5[CH2:36][CH2:35][N:34]([CH3:37])[CH2:33][CH2:32]5)=[CH:23][CH:24]=4)[N:28]=[CH:12][C:7]=3[CH2:8][C:9](=[O:11])[NH:10][C:4]=2[CH:3]=1. The yield is 0.930.